Dataset: Catalyst prediction with 721,799 reactions and 888 catalyst types from USPTO. Task: Predict which catalyst facilitates the given reaction. Reactant: C([O:8][C:9]1[CH:10]=[C:11]([CH:22]([OH:36])[CH2:23][NH:24][C:25]([CH3:35])([CH3:34])[CH2:26][C:27]2[CH:32]=[CH:31][C:30]([F:33])=[CH:29][CH:28]=2)[C:12]2[O:17][C:16]([CH3:19])([CH3:18])[C:15](=[O:20])[NH:14][C:13]=2[CH:21]=1)C1C=CC=CC=1. Product: [F:33][C:30]1[CH:31]=[CH:32][C:27]([CH2:26][C:25]([NH:24][CH2:23][CH:22]([C:11]2[C:12]3[O:17][C:16]([CH3:19])([CH3:18])[C:15](=[O:20])[NH:14][C:13]=3[CH:21]=[C:9]([OH:8])[CH:10]=2)[OH:36])([CH3:35])[CH3:34])=[CH:28][CH:29]=1. The catalyst class is: 19.